From a dataset of Reaction yield outcomes from USPTO patents with 853,638 reactions. Predict the reaction yield, written as a fraction of the theoretical maximum amount of product (1.0 means a 100% yield; for example, 0.34 means a 34% yield). (1) The reactants are [CH:1]1([C:7]2[C:11]([CH2:12][CH2:13][CH2:14][OH:15])=[CH:10][N:9]([C:16]3[CH:21]=[CH:20][C:19]([C:22]([F:25])([F:24])[F:23])=[CH:18][N:17]=3)[N:8]=2)[CH2:6][CH2:5][CH2:4][CH2:3][CH2:2]1.O[C:27]1[CH:32]=[CH:31][CH:30]=[CH:29][C:28]=1[CH2:33][C:34]([O:36]C)=[O:35].C(P(CCCC)CCCC)CCC.N(C(N1CCCCC1)=O)=NC(N1CCCCC1)=O. The catalyst is O1CCCC1. The product is [CH:1]1([C:7]2[C:11]([CH2:12][CH2:13][CH2:14][O:15][C:27]3[CH:32]=[CH:31][CH:30]=[CH:29][C:28]=3[CH2:33][C:34]([OH:36])=[O:35])=[CH:10][N:9]([C:16]3[CH:21]=[CH:20][C:19]([C:22]([F:23])([F:24])[F:25])=[CH:18][N:17]=3)[N:8]=2)[CH2:6][CH2:5][CH2:4][CH2:3][CH2:2]1. The yield is 0.630. (2) The catalyst is C(OCC)(=O)C. The yield is 0.990. The reactants are [NH2:1][C:2]1[CH:7]=[C:6]([CH:8]([CH3:10])[CH3:9])[C:5]([NH:11]S(C2C=CC(C)=CC=2)(=O)=O)=[C:4]([CH:22]([CH3:24])[CH3:23])[CH:3]=1.Br[CH2:26][CH2:27][O:28][CH2:29][CH2:30]Br.C(N(CC)C(C)C)(C)C.CN1CCCC1. The product is [CH:22]([C:4]1[CH:3]=[C:2]([N:1]2[CH2:30][CH2:29][O:28][CH2:27][CH2:26]2)[CH:7]=[C:6]([CH:8]([CH3:9])[CH3:10])[C:5]=1[NH2:11])([CH3:23])[CH3:24]. (3) The reactants are [F:1][C@H:2]([C:4]1[S:8][C:7]2=[N:9][C:10]([C:12]3[O:13][C:14]4[C:15](=[C:17]([OH:23])[CH:18]=[C:19]([O:21][CH3:22])[CH:20]=4)[CH:16]=3)=[CH:11][N:6]2[N:5]=1)[CH3:3].[CH3:24][O:25][C:26]1([C:32]2[N:37]=[C:36]([CH2:38]O)[CH:35]=[CH:34][CH:33]=2)[CH2:31][CH2:30][O:29][CH2:28][CH2:27]1.C(P(CCCC)CCCC)CCC.N(C(N1CCCCC1)=O)=NC(N1CCCCC1)=O. The catalyst is C1COCC1.CCOC(C)=O. The product is [F:1][C@H:2]([C:4]1[S:8][C:7]2=[N:9][C:10]([C:12]3[O:13][C:14]4[CH:20]=[C:19]([O:21][CH3:22])[CH:18]=[C:17]([O:23][CH2:38][C:36]5[CH:35]=[CH:34][CH:33]=[C:32]([C:26]6([O:25][CH3:24])[CH2:31][CH2:30][O:29][CH2:28][CH2:27]6)[N:37]=5)[C:15]=4[CH:16]=3)=[CH:11][N:6]2[N:5]=1)[CH3:3]. The yield is 0.920. (4) The yield is 0.820. The reactants are [CH3:1][C:2]1[N:7]=[C:6]([CH2:8][CH2:9][OH:10])[CH:5]=[CH:4][C:3]=1[N+:11]([O-:13])=[O:12].N1C=CN=C1.[CH3:19][C:20]([Si:23](Cl)([CH3:25])[CH3:24])([CH3:22])[CH3:21]. The catalyst is ClCCl.O. The product is [Si:23]([O:10][CH2:9][CH2:8][C:6]1[N:7]=[C:2]([CH3:1])[C:3]([N+:11]([O-:13])=[O:12])=[CH:4][CH:5]=1)([C:20]([CH3:22])([CH3:21])[CH3:19])([CH3:25])[CH3:24]. (5) The reactants are C1C=CC(P(N=[N+]=[N-])(C2C=CC=CC=2)=[O:8])=CC=1.CC[N:20]([CH2:23][CH3:24])[CH2:21]C.[S:25]1C(C(O)=O)=C[N:27]=[CH:26]1.[C:33]([OH:37])([CH3:36])([CH3:35])[CH3:34]. No catalyst specified. The product is [S:25]1[C:23]([NH:20][C:21](=[O:8])[O:37][C:33]([CH3:36])([CH3:35])[CH3:34])=[CH:24][N:27]=[CH:26]1. The yield is 0.403. (6) The reactants are [CH3:1][O:2][C:3]1[CH:4]=[C:5]([C:11]2[C:22](=[O:23])[N:21]([CH3:24])[C:14]3[N:15]=[C:16](SC)[N:17]=[CH:18][C:13]=3[CH:12]=2)[CH:6]=[C:7]([O:9][CH3:10])[CH:8]=1.O[O:26][S:27]([O-:29])=O.[K+].S([O-])(O[O-])(=O)=O.[K+].[K+].CO.Cl[CH2:42]Cl. The product is [CH3:10][O:9][C:7]1[CH:6]=[C:5]([C:11]2[C:22](=[O:23])[N:21]([CH3:24])[C:14]3[N:15]=[C:16]([S:27]([CH3:42])(=[O:29])=[O:26])[N:17]=[CH:18][C:13]=3[CH:12]=2)[CH:4]=[C:3]([O:2][CH3:1])[CH:8]=1. The catalyst is O.O.C(Cl)Cl. The yield is 0.780. (7) The reactants are [OH:1][CH2:2][C:3]1[CH:4]=[C:5]([N:12]2[CH2:17][CH2:16][N:15]([C:18](=[O:20])[CH3:19])[CH2:14][CH2:13]2)[CH:6]=[CH:7][C:8]=1[N+:9]([O-:11])=[O:10].S(OC)(O[CH3:25])(=O)=O.[OH-].[K+]. The catalyst is C(Cl)Cl. The product is [CH3:25][O:1][CH2:2][C:3]1[CH:4]=[C:5]([N:12]2[CH2:13][CH2:14][N:15]([C:18](=[O:20])[CH3:19])[CH2:16][CH2:17]2)[CH:6]=[CH:7][C:8]=1[N+:9]([O-:11])=[O:10]. The yield is 0.990.